Dataset: Drug-target binding data from BindingDB using Ki measurements. Task: Regression. Given a target protein amino acid sequence and a drug SMILES string, predict the binding affinity score between them. We predict pKi (pKi = -log10(Ki in M); higher means stronger inhibition). Dataset: bindingdb_ki. The drug is Nc1ncnc2c1ncn2[C@@H]1O[C@H](CSCC[C@H](N)C(=O)O)[C@@H](O)[C@H]1O. The target protein (P50135) has sequence MASSMRSLFSDHGKYVESFRRFLNHSTEHQCMQEFMDKKLPGIIGRIGDTKSEIKILSIGGGAGEIDLQILSKVQAQYPGVCINNEVVEPSAEQIAKYKELVAKTSNLENVKFAWHKETSSEYQSRMLEKKELQKWDFIHMIQMLYYVKDIPATLKFFHSLLGTNAKMLIIVVSGSSGWDKLWKKYGSRFPQDDLCQYITSDDLTQMLDNLGLKYECYDLLSTMDISDCFIDGNENGDLLWDFLTETCNFNATAPPDLRAELGKDLQEPEFSAKKEGKVLFNNTLSFIVIEA. The pKi is 5.0.